Dataset: Reaction yield outcomes from USPTO patents with 853,638 reactions. Task: Predict the reaction yield, written as a fraction of the theoretical maximum amount of product (1.0 means a 100% yield; for example, 0.34 means a 34% yield). (1) The reactants are [CH3:1][O:2][C:3]([NH:5][C@H:6]([C:10]([N:12]1[CH2:16][C@@H:15]([CH2:17][O:18][CH3:19])[CH2:14][C@H:13]1[C:20]1[NH:24][C:23]2[C:25]3[C:30]([CH:31]=[CH:32][C:22]=2[N:21]=1)=[CH:29][C:28]1[C:33]2[C:38]([CH2:39][O:40][C:27]=1[CH:26]=3)=[CH:37][C:36]([C:41]1[NH:45][C:44]([C@@H:46]3[CH2:50][C@H:49]([CH3:51])[CH2:48][N:47]3C(OC(C)(C)C)=O)=[N:43][CH:42]=1)=[CH:35][CH:34]=2)=[O:11])[CH:7](C)[CH3:8])=[O:4].Cl.[CH3:60][O:61][C@H:62]([CH3:72])[C@H:63]([NH:67][C:68]([O:70][CH3:71])=[O:69])[C:64](O)=[O:65].CN([C:76]([O:80]N1N=NC2C=CC=NC1=2)=[N+](C)C)C.F[P-](F)(F)(F)(F)F.CCN(C(C)C)C(C)C. The catalyst is C(Cl)Cl.CO.CCOC(C)=O.CN(C=O)C.CO. The product is [CH3:76][O:80][C@H:7]([CH3:8])[C@H:6]([NH:5][C:3](=[O:4])[O:2][CH3:1])[C:10]([N:12]1[CH2:16][C@@H:15]([CH2:17][O:18][CH3:19])[CH2:14][C@H:13]1[C:20]1[NH:24][C:23]2[C:25]3[C:30]([CH:31]=[CH:32][C:22]=2[N:21]=1)=[CH:29][C:28]1[C:33]2[C:38]([CH2:39][O:40][C:27]=1[CH:26]=3)=[CH:37][C:36]([C:41]1[NH:45][C:44]([C@@H:46]3[CH2:50][C@H:49]([CH3:51])[CH2:48][N:47]3[C:64](=[O:65])[C@H:63]([C@@H:62]([CH3:72])[O:61][CH3:60])[NH:67][C:68]([O:70][CH3:71])=[O:69])=[N:43][CH:42]=1)=[CH:35][CH:34]=2)=[O:11]. The yield is 0.340. (2) The catalyst is O1CCOCC1. The yield is 0.470. The reactants are [C:1]1([C:7]2[N:8]=[C:9]([C:12]3[C:16]([C:17]([O:19]CC)=[O:18])=[CH:15][N:14]([CH2:22][O:23][CH2:24][CH2:25][Si:26]([CH3:29])([CH3:28])[CH3:27])[N:13]=3)[S:10][CH:11]=2)[CH:6]=[CH:5][CH:4]=[CH:3][CH:2]=1.[OH-].[Na+]. The product is [C:1]1([C:7]2[N:8]=[C:9]([C:12]3[C:16]([C:17]([OH:19])=[O:18])=[CH:15][N:14]([CH2:22][O:23][CH2:24][CH2:25][Si:26]([CH3:29])([CH3:28])[CH3:27])[N:13]=3)[S:10][CH:11]=2)[CH:2]=[CH:3][CH:4]=[CH:5][CH:6]=1. (3) The reactants are Cl[C:2]1[C:11]2[C:6](=[CH:7][C:8]([O:15][CH3:16])=[C:9]([N+:12]([O-:14])=[O:13])[CH:10]=2)[N:5]=[CH:4][C:3]=1[C:17]#[N:18].[Cl:19][C:20]1[CH:21]=[C:22]([NH2:27])[CH:23]=[CH:24][C:25]=1[F:26]. The catalyst is CC(O)C. The product is [Cl:19][C:20]1[CH:21]=[C:22]([NH:27][C:2]2[C:11]3[C:6](=[CH:7][C:8]([O:15][CH3:16])=[C:9]([N+:12]([O-:14])=[O:13])[CH:10]=3)[N:5]=[CH:4][C:3]=2[C:17]#[N:18])[CH:23]=[CH:24][C:25]=1[F:26]. The yield is 0.990. (4) The reactants are [CH3:1][O:2][C:3]([C:5]1[C:13]([NH:14][C:15]2[CH:20]=[CH:19][CH:18]=[CH:17][CH:16]=2)=[C:12]([Cl:21])[C:8]2[N:9]=[CH:10][NH:11][C:7]=2[CH:6]=1)=[O:4].C1C(=O)N([Br:29])C(=O)C1. The catalyst is CN(C=O)C. The product is [CH3:1][O:2][C:3]([C:5]1[C:13]([NH:14][C:15]2[CH:16]=[CH:17][C:18]([Br:29])=[CH:19][CH:20]=2)=[C:12]([Cl:21])[C:8]2[N:9]=[CH:10][NH:11][C:7]=2[CH:6]=1)=[O:4]. The yield is 0.540. (5) The reactants are [CH3:1][C:2]1[C:16](=[O:17])[N:15]=[C:14]2[N:4]([C@@H:5]3[O:9][C@H:8]([CH2:10][OH:11])[C@@H:7]([OH:12])[C@@H:6]3[O:13]2)[CH:3]=1.[CH3:18][O:19][CH2:20][CH2:21][O:22]B([O:22][CH2:21][CH2:20][O:19][CH3:18])[O:22][CH2:21][CH2:20][O:19][CH3:18]. The catalyst is COCCO. The product is [CH3:18][O:19][CH2:20][CH2:21][O:22][C@@H:6]1[C@H:7]([OH:12])[C@@H:8]([CH2:10][OH:11])[O:9][C@H:5]1[N:4]1[CH:3]=[C:2]([CH3:1])[C:16](=[O:17])[NH:15][C:14]1=[O:13]. The yield is 0.630.